From a dataset of Forward reaction prediction with 1.9M reactions from USPTO patents (1976-2016). Predict the product of the given reaction. (1) Given the reactants [CH2:1]([O:23][C:24]1[CH:25]=[C:26]([CH:29]=[C:30]([O:32][CH2:33][CH2:34][CH2:35][CH2:36][CH2:37][CH2:38][CH2:39][CH2:40][CH2:41][CH2:42][CH2:43][CH2:44][CH2:45][CH2:46][CH2:47][CH2:48][CH2:49][CH2:50][CH2:51][CH2:52][CH2:53][CH3:54])[CH:31]=1)[CH2:27]Cl)[CH2:2][CH2:3][CH2:4][CH2:5][CH2:6][CH2:7][CH2:8][CH2:9][CH2:10][CH2:11][CH2:12][CH2:13][CH2:14][CH2:15][CH2:16][CH2:17][CH2:18][CH2:19][CH2:20][CH2:21][CH3:22].O[C:56]1[CH:63]=[C:62]([O:64][CH3:65])[CH:61]=[CH:60][C:57]=1[CH:58]=[O:59].C(=O)([O-])[O-].[K+].[K+], predict the reaction product. The product is: [CH2:1]([O:23][C:24]1[CH:25]=[C:26]([CH:29]=[C:30]([O:32][CH2:33][CH2:34][CH2:35][CH2:36][CH2:37][CH2:38][CH2:39][CH2:40][CH2:41][CH2:42][CH2:43][CH2:44][CH2:45][CH2:46][CH2:47][CH2:48][CH2:49][CH2:50][CH2:51][CH2:52][CH2:53][CH3:54])[CH:31]=1)[CH2:27][C:56]1[CH:63]=[C:62]([O:64][CH3:65])[CH:61]=[CH:60][C:57]=1[CH:58]=[O:59])[CH2:2][CH2:3][CH2:4][CH2:5][CH2:6][CH2:7][CH2:8][CH2:9][CH2:10][CH2:11][CH2:12][CH2:13][CH2:14][CH2:15][CH2:16][CH2:17][CH2:18][CH2:19][CH2:20][CH2:21][CH3:22]. (2) Given the reactants [Br:1][CH2:2][CH2:3][CH2:4][CH2:5][CH2:6][C:7]([CH3:14])([CH3:13])[C:8](OCC)=[O:9].[H-].C([Al+]CC(C)C)C(C)C, predict the reaction product. The product is: [Br:1][CH2:2][CH2:3][CH2:4][CH2:5][CH2:6][C:7]([CH3:14])([CH3:13])[CH2:8][OH:9]. (3) Given the reactants C1C2C(COC(N[C@H](C(OC(C)(C)C)=O)CSC[C@@H](CCCCCCCC([O-])=O)CCCCCCCCC([O-])=O)=O)C3C(=CC=CC=3)C=2C=CC=1.[C:52]([O:65][C@H:66]([CH2:92][O:93][C:94](=[O:106])[CH2:95][CH2:96][CH2:97][CH2:98][CH2:99][CH2:100][CH2:101]CCCC)[CH2:67][S:68][CH2:69][C@@H:70]([C:89]([OH:91])=[O:90])[NH:71][C:72](=[O:88])[O:73][CH2:74][CH:75]1[C:87]2[CH:86]=[CH:85][CH:84]=[CH:83][C:82]=2[C:81]2[C:76]1=[CH:77][CH:78]=[CH:79][CH:80]=2)(=[O:64])[CH2:53][CH2:54][CH2:55][CH2:56][CH2:57][CH2:58][CH2:59]CCCC, predict the reaction product. The product is: [CH:77]1[C:76]2[CH:75]([CH2:74][O:73][C:72](=[O:88])[NH:71][C@H:70]([C:89]([OH:91])=[O:90])[CH2:69][S:68][CH2:67][C@H:66]([O:65][C:52](=[O:64])[CH2:53][CH2:54][CH2:55][CH2:56][CH2:57][CH2:58][CH3:59])[CH2:92][O:93][C:94](=[O:106])[CH2:95][CH2:96][CH2:97][CH2:98][CH2:99][CH2:100][CH3:101])[C:87]3[C:82](=[CH:83][CH:84]=[CH:85][CH:86]=3)[C:81]=2[CH:80]=[CH:79][CH:78]=1. (4) Given the reactants [CH2:1]([NH:3][C:4]1[C:17]2[C:16](=[O:18])[N:15]([C:19]3[CH:20]=[C:21]([C:25]4[O:29][C:28](=[O:30])[N:27]([CH3:31])[N:26]=4)[CH:22]=[CH:23][CH:24]=3)[CH2:14][C@H:13]3[N:9]([CH2:10][CH2:11][CH2:12]3)[C:8]=2[N:7]=[C:6](S(C)(=O)=O)[N:5]=1)[CH3:2].[CH2:36]([NH2:38])[CH3:37].C1COCC1, predict the reaction product. The product is: [CH2:1]([NH:3][C:4]1[C:17]2[C:16](=[O:18])[N:15]([C:19]3[CH:20]=[C:21]([C:25]4[O:29][C:28](=[O:30])[N:27]([CH3:31])[N:26]=4)[CH:22]=[CH:23][CH:24]=3)[CH2:14][C@H:13]3[N:9]([CH2:10][CH2:11][CH2:12]3)[C:8]=2[N:7]=[C:6]([NH:38][CH2:36][CH3:37])[N:5]=1)[CH3:2]. (5) Given the reactants [CH3:1][S:2]([C:5]1[CH:10]=[CH:9][C:8](B(O)O)=[CH:7][CH:6]=1)(=[O:4])=[O:3].Br[C:15]1[N:20]=[CH:19][C:18]([O:21][CH2:22][CH:23]2[CH2:28][CH2:27][N:26]([C:29]([O:31][CH:32]([CH3:34])[CH3:33])=[O:30])[CH2:25][CH2:24]2)=[CH:17][CH:16]=1.C([O-])([O-])=O.[Na+].[Na+], predict the reaction product. The product is: [CH3:1][S:2]([C:5]1[CH:10]=[CH:9][C:8]([C:15]2[N:20]=[CH:19][C:18]([O:21][CH2:22][CH:23]3[CH2:24][CH2:25][N:26]([C:29]([O:31][CH:32]([CH3:34])[CH3:33])=[O:30])[CH2:27][CH2:28]3)=[CH:17][CH:16]=2)=[CH:7][CH:6]=1)(=[O:4])=[O:3]. (6) The product is: [Br:1][C:2]1[CH:3]=[CH:4][C:5]2[O:16][C:8]3([CH2:9][CH2:10][CH:11]([O:14][CH3:15])[CH2:12][CH2:13]3)[C:7](=[NH:17])[C:6]=2[CH:24]=1. Given the reactants [Br:1][C:2]1[CH:3]=[CH:4][C:5]2[O:16][C:8]3([CH2:13][CH2:12][CH:11]([O:14][CH3:15])[CH2:10][CH2:9]3)[C:7](=[N:17]S(C(C)(C)C)=O)[C:6]=2[CH:24]=1.Cl.CCOCC, predict the reaction product. (7) Given the reactants [Cl:1][C:2]1[CH:3]=[C:4]2[C:14](=[CH:15][CH:16]=1)[C:8]1([CH2:13][CH2:12][O:11][CH2:10][CH2:9]1)[C:7](=[O:17])[C:6]([C:18](OCC)=[O:19])=[C:5]2[OH:23].C(N(C(C)C)C(C)C)C.Cl.[NH2:34][C:35]([CH3:44])([CH3:43])[C:36]([O:38][C:39]([CH3:42])([CH3:41])[CH3:40])=[O:37], predict the reaction product. The product is: [Cl:1][C:2]1[CH:3]=[C:4]2[C:14](=[CH:15][CH:16]=1)[C:8]1([CH2:13][CH2:12][O:11][CH2:10][CH2:9]1)[C:7](=[O:17])[C:6]([C:18]([NH:34][C:35]([CH3:44])([C:36]([O:38][C:39]([CH3:42])([CH3:41])[CH3:40])=[O:37])[CH3:43])=[O:19])=[C:5]2[OH:23]. (8) The product is: [Br:1][C:2]1[CH:8]=[CH:7][C:5]([N:6]2[C:27](=[O:28])[N:26]([CH:22]([CH3:24])[CH3:23])[N:15]=[CH:14]2)=[CH:4][C:3]=1[F:9]. Given the reactants [Br:1][C:2]1[CH:8]=[CH:7][C:5]([NH2:6])=[CH:4][C:3]=1[F:9].BrC1C=C[C:14]([NH2:15])=C(F)C=1.[OH-].[Na+].Br[CH:22]([CH3:24])[CH3:23].C[N:26](C)[CH:27]=[O:28], predict the reaction product.